Dataset: Catalyst prediction with 721,799 reactions and 888 catalyst types from USPTO. Task: Predict which catalyst facilitates the given reaction. (1) Reactant: Cl[C:2]1[C:3]2[C:4](=[CH:13][N:14](CC3C=CC(OC)=CC=3)[N:15]=2)[N:5]=[C:6]([C:8]2[O:9][CH:10]=[CH:11][N:12]=2)[N:7]=1.[CH3:25][N:26]1[CH2:31][CH2:30][N:29]([C:32]2[CH:38]=[CH:37][C:35]([NH2:36])=[CH:34][CH:33]=2)[CH2:28][CH2:27]1.Cl. Product: [CH3:25][N:26]1[CH2:27][CH2:28][N:29]([C:32]2[CH:38]=[CH:37][C:35]([NH:36][C:2]3[C:3]4[NH:15][N:14]=[CH:13][C:4]=4[N:5]=[C:6]([C:8]4[O:9][CH:10]=[CH:11][N:12]=4)[N:7]=3)=[CH:34][CH:33]=2)[CH2:30][CH2:31]1. The catalyst class is: 71. (2) Reactant: Cl[CH2:2][CH:3]=O.[NH2:5][C:6]1[CH:11]=[CH:10][C:9]([I:12])=[CH:8][N:7]=1. Product: [I:12][C:9]1[CH:10]=[CH:11][C:6]2[N:7]([CH:2]=[CH:3][N:5]=2)[CH:8]=1. The catalyst class is: 8. (3) Reactant: [CH3:1][C:2]1[CH:6]=[C:5]([CH3:7])[NH:4][C:3]=1[C:8]([O:10]CC)=[O:9].CO.[OH-].[Na+]. Product: [CH3:1][C:2]1[CH:6]=[C:5]([CH3:7])[NH:4][C:3]=1[C:8]([OH:10])=[O:9]. The catalyst class is: 1. (4) Reactant: [Cl:1][C:2]1[CH:9]=[C:8]([N:10]2[C:14](=[O:15])[CH:13]=[C:12]([OH:16])[CH:11]2[CH2:17][C:18]2[CH:23]=[CH:22][C:21]([C:24]#[N:25])=[CH:20][CH:19]=2)[CH:7]=[CH:6][C:3]=1[C:4]#[N:5].C(O)(=O)C.[BH4-].[Na+].O. Product: [Cl:1][C:2]1[CH:9]=[C:8]([N:10]2[C:14](=[O:15])[CH2:13][C@H:12]([OH:16])[C@@H:11]2[CH2:17][C:18]2[CH:19]=[CH:20][C:21]([C:24]#[N:25])=[CH:22][CH:23]=2)[CH:7]=[CH:6][C:3]=1[C:4]#[N:5]. The catalyst class is: 10. (5) Reactant: [Si:1]([O:8][C@@H:9]1[CH2:14][CH2:13][CH2:12][N:11]([C:15]2[CH:20]=[CH:19][N:18]=[CH:17][C:16]=2[N+:21]([O-])=O)[CH2:10]1)([C:4]([CH3:7])([CH3:6])[CH3:5])([CH3:3])[CH3:2]. The catalyst class is: 8. Product: [C:4]([C:17]1[C:16]([NH2:21])=[C:15]([N:11]2[CH2:12][CH2:13][CH2:14][C@H:9]([O:8][Si:1]([C:4]([CH3:7])([CH3:6])[CH3:5])([CH3:3])[CH3:2])[CH2:10]2)[CH:20]=[CH:19][N:18]=1)([CH3:7])([CH3:6])[CH3:5]. (6) Reactant: [CH3:1][C:2]1[N:6]2[C:7](=[O:33])[N:8]([CH:10]3[CH2:15][CH2:14][N:13]([C:16](=[O:32])[CH:17]([NH:24]C(=O)OC(C)(C)C)[C:18]4[CH:23]=[CH:22][CH:21]=[CH:20][CH:19]=4)[CH2:12][CH2:11]3)[CH2:9][C:5]2=[CH:4][N:3]=1.C(OCC)(=O)C. Product: [NH2:24][CH:17]([C:18]1[CH:19]=[CH:20][CH:21]=[CH:22][CH:23]=1)[C:16]([N:13]1[CH2:14][CH2:15][CH:10]([N:8]2[CH2:9][C:5]3=[CH:4][N:3]=[C:2]([CH3:1])[N:6]3[C:7]2=[O:33])[CH2:11][CH2:12]1)=[O:32]. The catalyst class is: 33.